Dataset: Forward reaction prediction with 1.9M reactions from USPTO patents (1976-2016). Task: Predict the product of the given reaction. (1) Given the reactants C[C:2]([C:5]1[CH:10]=[CH:9][C:8]([CH:11]=[CH2:12])=[CH:7][CH:6]=1)(C)C.C(C1C=CC(CCl)=CC=1)=C.[N:23]1[CH:28]=[CH:27][C:26]([N:29]2[CH2:34][CH2:33][NH:32][CH2:31][CH2:30]2)=[CH:25][CH:24]=1.Cl, predict the reaction product. The product is: [CH:11]([C:8]1[CH:7]=[CH:6][C:5]([CH2:2][N:23]2[CH:24]=[CH:25][C:26]([N:29]3[CH2:30][CH2:31][NH:32][CH2:33][CH2:34]3)=[CH:27][CH2:28]2)=[CH:10][CH:9]=1)=[CH2:12]. (2) The product is: [F:47][C:32]1[C:31]([C:28]2[CH:29]=[CH:30][C:25]([F:24])=[C:26]([CH3:39])[CH:27]=2)=[CH:36][CH:35]=[C:34]2[C:33]=1[NH:37][C:2]1[C:3]3[CH:4]=[CH:5][C:6]([C:12]4[CH:13]=[C:14]([NH:18][S:19]([CH3:22])(=[O:21])=[O:20])[CH:15]=[CH:16][CH:17]=4)=[CH:7][C:8]=3[CH2:9][CH2:10][C:11]2=1. Given the reactants O=[C:2]1[CH2:11][CH2:10][CH2:9][C:8]2[CH:7]=[C:6]([C:12]3[CH:13]=[C:14]([NH:18][S:19]([CH3:22])(=[O:21])=[O:20])[CH:15]=[CH:16][CH:17]=3)[CH:5]=[CH:4][C:3]1=2.Cl.[F:24][C:25]1[CH:30]=[CH:29][C:28]([C:31]2[CH:36]=[CH:35][CH:34]=[C:33]([NH:37]N)[CH:32]=2)=[CH:27][C:26]=1[CH3:39].CC1C=C(B(O)O)C=CC=1[F:47].ClC1C(F)=C(C=CC=1)N, predict the reaction product. (3) Given the reactants C([O:3][C:4]([CH:6]1[CH2:11][N:10]([CH2:12][C:13]2[CH:18]=[CH:17][CH:16]=[CH:15][CH:14]=2)[C:9]2[CH:19]=[C:20]([Cl:23])[CH:21]=[CH:22][C:8]=2[O:7]1)=[O:5])C.O.[Li+].[OH-], predict the reaction product. The product is: [CH2:12]([N:10]1[C:9]2[CH:19]=[C:20]([Cl:23])[CH:21]=[CH:22][C:8]=2[O:7][CH:6]([C:4]([OH:5])=[O:3])[CH2:11]1)[C:13]1[CH:14]=[CH:15][CH:16]=[CH:17][CH:18]=1. (4) The product is: [F:35][C:36]1[CH:37]=[C:38]([CH:41]=[C:42]([F:44])[CH:43]=1)[CH2:39][C:2]1([CH3:1])[C:10]2[C:5](=[CH:6][CH:7]=[C:8]([C:11]3[CH:16]=[CH:15][CH:14]=[C:13]([C:17]([F:20])([F:19])[F:18])[CH:12]=3)[CH:9]=2)[NH:4][C:3]1=[O:21]. Given the reactants [CH3:1][CH:2]1[C:10]2[C:5](=[CH:6][CH:7]=[C:8]([C:11]3[CH:16]=[CH:15][CH:14]=[C:13]([C:17]([F:20])([F:19])[F:18])[CH:12]=3)[CH:9]=2)[NH:4][C:3]1=[O:21].CN(C)CCN(C)C.C([Li])CCC.[F:35][C:36]1[CH:37]=[C:38]([CH:41]=[C:42]([F:44])[CH:43]=1)[CH2:39]Br.[NH4+].[Cl-], predict the reaction product. (5) Given the reactants C(O[C:4]([C:6]1([CH2:12][CH2:13]OC)[CH2:11][CH2:10][NH:9][CH2:8][CH2:7]1)=[O:5])C.[F:16][C:17]([F:30])([F:29])[O:18][C:19]1[CH:24]=[CH:23][CH:22]=[CH:21][C:20]=1[S:25](Cl)(=[O:27])=[O:26].[F:31][C:32]([F:44])([F:43])[CH:33]([CH3:42])[O:34][C:35]1[CH:40]=[CH:39][C:38]([NH2:41])=[CH:37][CH:36]=1, predict the reaction product. The product is: [F:16][C:17]([F:30])([F:29])[O:18][C:19]1[CH:24]=[CH:23][CH:22]=[CH:21][C:20]=1[S:25]([N:9]1[CH2:8][CH2:7][C:6]2([C:4](=[O:5])[N:41]([C:38]3[CH:39]=[CH:40][C:35]([O:34][CH:33]([CH3:42])[C:32]([F:31])([F:43])[F:44])=[CH:36][CH:37]=3)[CH2:13][CH2:12]2)[CH2:11][CH2:10]1)(=[O:27])=[O:26]. (6) Given the reactants [Br:1][C:2]1[CH:3]=[CH:4][C:5]([N:8]2[CH:12]=[CH:11][C:10]([CH:13]([C:15]3[CH:24]=[CH:23][C:18]4[NH:19][C:20](=[O:22])[S:21][C:17]=4[CH:16]=3)[CH3:14])=[N:9]2)=[N:6][CH:7]=1.C([O-])([O-])=O.[K+].[K+].[CH3:31][Si:32]([CH3:39])([CH3:38])[CH2:33][CH2:34][O:35][CH2:36]Cl, predict the reaction product. The product is: [Br:1][C:2]1[CH:3]=[CH:4][C:5]([N:8]2[CH:12]=[CH:11][C:10]([CH:13]([C:15]3[CH:24]=[CH:23][C:18]4[N:19]([CH2:36][O:35][CH2:34][CH2:33][Si:32]([CH3:39])([CH3:38])[CH3:31])[C:20](=[O:22])[S:21][C:17]=4[CH:16]=3)[CH3:14])=[N:9]2)=[N:6][CH:7]=1.